From a dataset of Experimentally validated miRNA-target interactions with 360,000+ pairs, plus equal number of negative samples. Binary Classification. Given a miRNA mature sequence and a target amino acid sequence, predict their likelihood of interaction. (1) The miRNA is dme-miR-7-5p with sequence UGGAAGACUAGUGAUUUUGUUGU. The protein sequence of the target gene is MAPQSNNSTTFVSKTQHYLKVKKPLLERQRRARMNKCLDTLKTLVAEFQGDDAILRMDKAEMLEAALVFMRKQVVKQQAPVSPLPMDSFKNGYMNAVSEISRVMACTPAMSVDVGKTVMTHLGVEFQRMLQADQVQTSVTTSTPRPLSPASSGYHSDNEDSQSAASPKPVEETMWRPW. Result: 1 (interaction). (2) The miRNA is hsa-miR-149-3p with sequence AGGGAGGGACGGGGGCUGUGC. The protein sequence of the target gene is MDAPGALAQTAAPGPGRKELKIVIVGDGGCGKTSLLMVYSQGSFPEHYAPSVFEKYTASVTVGSKEVTLNLYDTAGQEDYDRLRPLSYQNTHLVLICYDVMNPTSYDNVLIKWFPEVTHFCRGIPMVLIGCKTDLRKDKEQLRKLRAAQLEPITYMQGLSACEQIRAALYLECSAKFRENVEDVFREAAKVALSALKKAQRQKKRRLCLLL. Result: 1 (interaction). (3) The miRNA is hsa-miR-6129 with sequence UGAGGGAGUUGGGUGUAUA. The protein sequence of the target gene is MGNIFGNLLKSLIGKKEMRILMVGLDAAGKTTILYKLKLGEIVTTIPTIGFNVETVEYKNISFTVWDVGGQDKIRPLWRHYFQNTQGLIFVVDSNDRERVNEAREELMRMLAEDELRDAVLLVFANKQDLPNAMNAAEITDKLGLHSLRHRNWYIQATCATSGDGLYEGLDWLANQLKNKK. Result: 1 (interaction). (4) The miRNA is hsa-miR-5586-3p with sequence CAGAGUGACAAGCUGGUUAAAG. The protein sequence of the target gene is MPQAAYCYMRVVGRGSYGEVTLVKHRRDGKQYVIKKLNLRNASSRERRAAEQEAQLLSQLKHPNIVTYKESWEGGDGLLYIVMGFCEGGDLYRKLKEQKGQLLPESQVVEWFVQIAMALQYLHEKHILHRDLKTQNVFLTRTNIIKVGDLGIARVLENHGDMASTLIGTPYYMSPELFSNKPYNYKSDVWALGCCVYEMATLKHAFNAKDMNSLVYRIIEGKLPPMPKVYSTELAELIRTMLSRRPEERPSVRSILRQPYIKHHISLFLEATKAKTSKNNVKNCDSRAKPVAAVVSRKEE.... Result: 0 (no interaction). (5) The miRNA is hsa-miR-3150b-5p with sequence CAACCUCGAGGAUCUCCCCAGC. The protein sequence of the target gene is MPAGSNEPDGVLSYQRPDEEAVVDQGGTSTILNIHYEKEELEGHRTLYVGVRMPLGRQSHRHHRTHGQKHRRRGGRGKGASQGEEGLEALAHDTPSQRVQFILGTEEDEEHVPHELFTELDEICMKEGEDAEWKETARWLKFEEDVEDGGERWSKPYVATLSLHSLFELRSCLINGSVLLDMRASSIEEISDLILDQQELLRDLSDSVRVKVREALLKKHHHQNERRRNNLIPIVRSFAEVGKKQSDPHSMDRDGQTVSPQSATNLEVKNGVNCEHSPVDLSKVDLHFMKKIPTGAEASN.... Result: 0 (no interaction). (6) The miRNA is hsa-miR-6086 with sequence GGAGGUUGGGAAGGGCAGAG. The protein sequence of the target gene is MARLTESEARRQQQQLLQPRPSPVGSSGPEPPGGQPDGMKDLDAIKLFVGQIPRHLDEKDLKPLFEQFGRIYELTVLKDPYTGMHKGCAFLTYCARDSAIKAQTALHEQKTLPGMARPIQVKPADSESRGGRDRKLFVGMLNKQQSEEDVLRLFQPFGVIDECTVLRGPDGSSKGCAFVKFSSHTEAQAAIHALHGSQTMPGASSSLVVKFADTDKERTLRRMQQMVGQLGILTPSLTLPFSPYSAYAQALMQQQTTVLSTSGSYLSPGVAFSPCHIQQIGAVSLNGLPATPIAPASGLH.... Result: 0 (no interaction).